Dataset: Reaction yield outcomes from USPTO patents with 853,638 reactions. Task: Predict the reaction yield, written as a fraction of the theoretical maximum amount of product (1.0 means a 100% yield; for example, 0.34 means a 34% yield). The reactants are [O:1]1[C:5]([C:6]2[CH:14]=[CH:13][C:9]([C:10](O)=[O:11])=[CH:8][CH:7]=2)=[CH:4][N:3]=[CH:2]1.CC[N:17](CC)CC.ClC(OCC(C)C)=O.[NH4+].[OH-]. The catalyst is C1COCC1. The product is [O:1]1[C:5]([C:6]2[CH:14]=[CH:13][C:9]([C:10]([NH2:17])=[O:11])=[CH:8][CH:7]=2)=[CH:4][N:3]=[CH:2]1. The yield is 0.480.